This data is from Reaction yield outcomes from USPTO patents with 853,638 reactions. The task is: Predict the reaction yield, written as a fraction of the theoretical maximum amount of product (1.0 means a 100% yield; for example, 0.34 means a 34% yield). (1) The product is [CH3:2][C:3]1[C:7]([CH2:8][N:9]2[CH:13]=[C:12]([NH:14][C:25]([C:23]3[CH:22]=[CH:21][C:20]4[O:16][CH2:17][O:18][C:19]=4[CH:24]=3)=[O:26])[CH:11]=[N:10]2)=[C:6]([CH3:15])[O:5][N:4]=1. The yield is 0.0600. The reactants are Cl.[CH3:2][C:3]1[C:7]([CH2:8][N:9]2[CH:13]=[C:12]([NH2:14])[CH:11]=[N:10]2)=[C:6]([CH3:15])[O:5][N:4]=1.[O:16]1[C:20]2[CH:21]=[CH:22][C:23]([C:25](O)=[O:26])=[CH:24][C:19]=2[O:18][CH2:17]1.OC1C2N=NNC=2C=CC=1.C(O)C(N)(CO)CO. The catalyst is CN(C)C=O.C(#N)C. (2) The reactants are [CH2:1]([O:8][CH2:9][C@@H:10]([C:14]1[CH:19]=[CH:18][C:17]([Br:20])=[CH:16][C:15]=1[CH3:21])[C:11](O)=[O:12])[C:2]1[CH:7]=[CH:6][CH:5]=[CH:4][CH:3]=1.CN1CCOCC1.ClC(OCC)=O.[BH4-].[Na+]. The catalyst is C1COCC1.CO. The product is [CH2:1]([O:8][CH2:9][C@@H:10]([C:14]1[CH:19]=[CH:18][C:17]([Br:20])=[CH:16][C:15]=1[CH3:21])[CH2:11][OH:12])[C:2]1[CH:3]=[CH:4][CH:5]=[CH:6][CH:7]=1. The yield is 0.770.